Predict the product of the given reaction. From a dataset of Forward reaction prediction with 1.9M reactions from USPTO patents (1976-2016). (1) Given the reactants [C:1]([OH:8])(=[O:7])/[CH:2]=[CH:3]\[C:4]([OH:6])=[O:5].[N:9]1([C:16]2[CH:17]=[CH:18][C:19]([S:26]([C:29]3[CH:34]=[CH:33][CH:32]=[C:31]([F:35])[CH:30]=3)(=[O:28])=[O:27])=[C:20]([NH:22][C:23](=[O:25])[CH3:24])[CH:21]=2)[CH2:15][CH2:14][CH2:13][NH:12][CH2:11][CH2:10]1, predict the reaction product. The product is: [C:1]([OH:8])(=[O:7])/[CH:2]=[CH:3]\[C:4]([OH:6])=[O:5].[N:9]1([C:16]2[CH:17]=[CH:18][C:19]([S:26]([C:29]3[CH:34]=[CH:33][CH:32]=[C:31]([F:35])[CH:30]=3)(=[O:28])=[O:27])=[C:20]([NH:22][C:23](=[O:25])[CH3:24])[CH:21]=2)[CH2:15][CH2:14][CH2:13][NH:12][CH2:11][CH2:10]1. (2) Given the reactants [NH2:1][C:2]1[CH:3]=[C:4]([C:22]([Cl:25])=[CH:23][N:24]=1)[C:5]([NH:7][CH:8]([C:10]1[CH:11]=[N:12][C:13]([O:16][CH2:17][C:18]([F:21])([F:20])[F:19])=[CH:14][CH:15]=1)[CH3:9])=[O:6].[C:26](Cl)(=[O:29])[CH2:27][CH3:28], predict the reaction product. The product is: [Cl:25][C:22]1[C:4]([C:5]([NH:7][CH:8]([C:10]2[CH:11]=[N:12][C:13]([O:16][CH2:17][C:18]([F:21])([F:19])[F:20])=[CH:14][CH:15]=2)[CH3:9])=[O:6])=[CH:3][C:2]([NH:1][C:26](=[O:29])[CH2:27][CH3:28])=[N:24][CH:23]=1. (3) Given the reactants [CH:1]1([CH2:4][S:5]([C:8]2[CH:9]=[C:10]([CH:23]=[CH:24][C:25]=2[OH:26])[O:11][C:12]2[C:17]([CH3:18])=[CH:16][C:15]([NH:19][C:20]#[N:21])=[CH:14][C:13]=2[CH3:22])(=[O:7])=[O:6])[CH2:3][CH2:2]1.[N-:27]=[N+:28]=[N-:29].[Na+].[Cl-].[NH4+], predict the reaction product. The product is: [CH:1]1([CH2:4][S:5]([C:8]2[CH:9]=[C:10]([O:11][C:12]3[C:17]([CH3:18])=[CH:16][C:15]([NH:19][C:20]4[NH:29][N:28]=[N:27][N:21]=4)=[CH:14][C:13]=3[CH3:22])[CH:23]=[CH:24][C:25]=2[OH:26])(=[O:7])=[O:6])[CH2:3][CH2:2]1. (4) Given the reactants Br[C:2]1[CH:19]=[CH:18][C:17]2=[CH:20][C:3]=1[CH2:4][N:5]([CH3:55])[C:6](=[O:54])[CH:7]([NH:28][C:29]1[CH:30]=[C:31]3[C:36](=[CH:37][CH:38]=1)[C:35]([N:39]([C:47]([O:49][C:50]([CH3:53])([CH3:52])[CH3:51])=[O:48])[C:40](=[O:46])[O:41][C:42]([CH3:45])([CH3:44])[CH3:43])=[N:34][CH:33]=[CH:32]3)[C:8]1[CH:25]=[C:24]([CH3:26])[C:11]([C:12]([F:23])([F:22])[CH2:13][O:14][C:15](=[O:21])[NH:16]2)=[C:10]([CH3:27])[CH:9]=1.CS(C)=O.C1C=CC(P(C2C=CC=CC=2)CCCP(C2C=CC=CC=2)C2C=CC=CC=2)=CC=1.[C]=O, predict the reaction product. The product is: [C:50]([O:49][C:47]([N:39]([C:40]([O:41][C:42]([CH3:45])([CH3:43])[CH3:44])=[O:46])[C:35]1[C:36]2[C:31](=[CH:30][C:29]([NH:28][CH:7]3[C:6](=[O:54])[N:5]([CH3:55])[CH2:4][C:3]4[CH:20]=[C:17]([CH:18]=[CH:19][C:2]=4[C:15]([O:14][CH3:13])=[O:21])[NH:16][C:15](=[O:21])[O:14][CH2:13][C:12]([F:22])([F:23])[C:11]4[C:10]([CH3:27])=[CH:9][C:8]3=[CH:25][C:24]=4[CH3:26])=[CH:38][CH:37]=2)[CH:32]=[CH:33][N:34]=1)=[O:48])([CH3:51])([CH3:53])[CH3:52]. (5) Given the reactants [N:1]([CH2:4][CH2:5][C:6]1[N:7]=[C:8]([C:12]2[CH:17]=[CH:16][C:15]([O:18][CH2:19][C:20]3[CH:25]=[CH:24][CH:23]=[CH:22][CH:21]=3)=[CH:14][CH:13]=2)[O:9][C:10]=1[CH3:11])=[N+]=[N-].O.C1(P(C2C=CC=CC=2)C2C=CC=CC=2)C=CC=CC=1, predict the reaction product. The product is: [CH2:19]([O:18][C:15]1[CH:16]=[CH:17][C:12]([C:8]2[O:9][C:10]([CH3:11])=[C:6]([CH2:5][CH2:4][NH2:1])[N:7]=2)=[CH:13][CH:14]=1)[C:20]1[CH:25]=[CH:24][CH:23]=[CH:22][CH:21]=1.